This data is from Forward reaction prediction with 1.9M reactions from USPTO patents (1976-2016). The task is: Predict the product of the given reaction. (1) Given the reactants C1N2CN3CN(C2)CN1C3.[F:11][C:12]([F:21])([F:20])[C:13]1[CH:18]=[CH:17][C:16]([OH:19])=[CH:15][CH:14]=1.FC(F)(F)[C:24](O)=[O:25].S(=O)(=O)(O)O, predict the reaction product. The product is: [OH:19][C:16]1[CH:15]=[CH:14][C:13]([C:12]([F:20])([F:21])[F:11])=[CH:18][C:17]=1[CH:24]=[O:25]. (2) The product is: [CH2:12]([O:14][CH:15]([O:19][CH2:20][CH3:21])[C:16]([NH2:2])=[NH:18])[CH3:13]. Given the reactants C1C2C(=CC=CC=2)C=C(N)[N:2]=1.[CH2:12]([O:14][CH:15]([O:19][CH2:20][CH3:21])[C:16](=[NH:18])[O-])[CH3:13].Cl.C1(CN)C=CC=CC=1.CO[Na], predict the reaction product. (3) Given the reactants [Cl:1][C:2]1[CH:3]=[C:4]([CH:7]=[CH:8][CH:9]=1)[CH2:5]Cl.[NH:10]1[CH2:15][CH2:14][NH:13][CH2:12][CH2:11]1, predict the reaction product. The product is: [Cl:1][C:2]1[CH:3]=[C:4]([CH:7]=[CH:8][CH:9]=1)[CH2:5][N:10]1[CH2:15][CH2:14][NH:13][CH2:12][CH2:11]1. (4) Given the reactants C(=O)C(C)C.[NH:6]1[CH2:11][CH2:10][CH:9]([O:12][C:13]2[CH:18]=[CH:17][C:16]([NH:19][C:20]([N:22]3[CH2:30][C:29]4[CH:28]=[CH:27][N:26]=[CH:25][C:24]=4[CH2:23]3)=[O:21])=[CH:15][CH:14]=2)[CH2:8][CH2:7]1.N1CC=[C:54]([C:53]2[CH:48]=CC(NC(N3[CH2:54][C:53]4[C:48](=CC=[CH:51][CH:52]=4)C3)=O)=[CH:51][CH:52]=2)CC1, predict the reaction product. The product is: [CH:53]1([CH2:52][CH2:51][N:6]2[CH2:11][CH2:10][CH:9]([O:12][C:13]3[CH:18]=[CH:17][C:16]([NH:19][C:20]([N:22]4[CH2:30][C:29]5[CH:28]=[CH:27][N:26]=[CH:25][C:24]=5[CH2:23]4)=[O:21])=[CH:15][CH:14]=3)[CH2:8][CH2:7]2)[CH2:48][CH2:54]1. (5) Given the reactants [OH:1][C:2]1[C:11]2[C:6](=[N:7][CH:8]=[CH:9][CH:10]=2)[N:5]([CH2:12][CH2:13][CH:14]([CH3:16])[CH3:15])[C:4](=[O:17])[C:3]=1[C:18]1[NH:23][C:22]2[CH:24]=[CH:25][C:26]([NH:28][S:29](=[O:45])(=[O:44])[N:30]([CH2:41][CH2:42][CH3:43])C(OCC3C=CC=CC=3)=O)=[CH:27][C:21]=2[S:20](=[O:47])(=[O:46])[N:19]=1, predict the reaction product. The product is: [OH:1][C:2]1[C:11]2[C:6](=[N:7][CH:8]=[CH:9][CH:10]=2)[N:5]([CH2:12][CH2:13][CH:14]([CH3:15])[CH3:16])[C:4](=[O:17])[C:3]=1[C:18]1[NH:23][C:22]2[CH:24]=[CH:25][C:26]([NH:28][S:29]([NH:30][CH2:41][CH2:42][CH3:43])(=[O:45])=[O:44])=[CH:27][C:21]=2[S:20](=[O:47])(=[O:46])[N:19]=1.